From a dataset of Forward reaction prediction with 1.9M reactions from USPTO patents (1976-2016). Predict the product of the given reaction. (1) Given the reactants [CH2:1]([O:3][C:4](=[O:10])[CH2:5][S:6]([CH3:9])(=[O:8])=[O:7])[CH3:2].[H-].[Na+].I[CH2:14][CH3:15].[Cl-].[NH4+], predict the reaction product. The product is: [CH3:9][S:6]([CH:5]([CH2:14][CH3:15])[C:4]([O:3][CH2:1][CH3:2])=[O:10])(=[O:8])=[O:7]. (2) Given the reactants [C:1]([O:5][C:6]([N:8]([CH2:19][C:20]1[CH:25]=[CH:24][C:23]([O:26][CH2:27][CH2:28][CH2:29][OH:30])=[C:22]([Br:31])[CH:21]=1)[C:9]([NH2:18])=[N:10][C:11]([O:13][C:14]([CH3:17])([CH3:16])[CH3:15])=[O:12])=[O:7])([CH3:4])([CH3:3])[CH3:2].[CH3:32][S:33](Cl)(=[O:35])=[O:34].CCN(CC)CC, predict the reaction product. The product is: [CH3:32][S:33]([O:30][CH2:29][CH2:28][CH2:27][O:26][C:23]1[CH:24]=[CH:25][C:20]([CH2:19][N:8]([C:6]([O:5][C:1]([CH3:2])([CH3:4])[CH3:3])=[O:7])[C:9]([NH2:18])=[N:10][C:11]([O:13][C:14]([CH3:17])([CH3:16])[CH3:15])=[O:12])=[CH:21][C:22]=1[Br:31])(=[O:35])=[O:34]. (3) Given the reactants Br[C:2]1[CH:3]=[C:4]2[C:9](=[CH:10][C:11]=1Cl)[N:8]=[CH:7][C:6]([N+]([O-])=O)=[C:5]2Cl.NC1C=CC(CCC#N)=CC=1[Cl:28].[S:29]1[CH:33]=[CH:32][CH:31]=[C:30]1B(O)O.[Cl:37][C:38]1[CH:39]=[C:40]([CH2:63][CH2:64][C:65]#[N:66])[CH:41]=[CH:42][C:43]=1[N:44]1C2C3C=C(C4SC=CC=4)C(Cl)=CC=3N=CC=2[N:46]=[CH:45]1, predict the reaction product. The product is: [Cl:37][C:38]1[CH:39]=[C:40]([CH2:63][CH2:64][C:65]#[N:66])[CH:41]=[CH:42][C:43]=1[N:44]1[C:10]2[C:9]3[N:8]=[C:7]([C:30]4[S:29][CH:33]=[CH:32][CH:31]=4)[C:6]([Cl:28])=[CH:5][C:4]=3[CH:3]=[CH:2][C:11]=2[N:46]=[CH:45]1. (4) Given the reactants [Br:1][C:2]1[CH:3]=[CH:4][CH:5]=[C:6]2[C:11]=1[N:10]=[CH:9][CH:8]=[C:7]2[CH:12]=O.[NH2:14][OH:15], predict the reaction product. The product is: [Br:1][C:2]1[CH:3]=[CH:4][CH:5]=[C:6]2[C:11]=1[N:10]=[CH:9][CH:8]=[C:7]2[CH:12]=[N:14][OH:15]. (5) The product is: [Br:12][C:13]1[N:14]([CH2:21][CH2:22][CH:23]([OH:26])[CH2:24][O:25][Si:4]([CH:8]([CH3:10])[CH3:9])([CH:5]([CH3:7])[CH3:6])[CH:1]([CH3:3])[CH3:2])[CH:15]=[C:16]([N+:18]([O-:20])=[O:19])[N:17]=1. Given the reactants [CH:1]([Si:4](Cl)([CH:8]([CH3:10])[CH3:9])[CH:5]([CH3:7])[CH3:6])([CH3:3])[CH3:2].[Br:12][C:13]1[N:14]([CH2:21][CH2:22][CH:23]([OH:26])[CH2:24][OH:25])[CH:15]=[C:16]([N+:18]([O-:20])=[O:19])[N:17]=1.N1C=CN=C1, predict the reaction product. (6) Given the reactants [Br:1][C:2]1[NH:6][N:5]=[C:4]([C:7]2[CH:12]=[CH:11][CH:10]=[CH:9][CH:8]=2)[N:3]=1.Br[CH2:14][C:15]([N:17]1[CH2:22][CH2:21][N:20]([C:23]2[N:28]=[CH:27][CH:26]=[CH:25][N:24]=2)[CH2:19][CH2:18]1)=[O:16].C(=O)([O-])[O-].[K+].[K+], predict the reaction product. The product is: [Br:1][C:2]1[N:3]=[C:4]([C:7]2[CH:12]=[CH:11][CH:10]=[CH:9][CH:8]=2)[N:5]([CH2:14][C:15]([N:17]2[CH2:18][CH2:19][N:20]([C:23]3[N:24]=[CH:25][CH:26]=[CH:27][N:28]=3)[CH2:21][CH2:22]2)=[O:16])[N:6]=1.